From a dataset of Reaction yield outcomes from USPTO patents with 853,638 reactions. Predict the reaction yield, written as a fraction of the theoretical maximum amount of product (1.0 means a 100% yield; for example, 0.34 means a 34% yield). (1) The reactants are [Cl:1][C:2]1[CH:3]=[CH:4][C:5]([CH3:16])=[C:6]([C:8](=[O:15])[CH2:9][C:10]([O:12][CH2:13][CH3:14])=[O:11])[CH:7]=1.CO[CH:19](OC)[N:20]([CH3:22])[CH3:21]. No catalyst specified. The product is [Cl:1][C:2]1[CH:3]=[CH:4][C:5]([CH3:16])=[C:6]([CH:7]=1)[C:8]([C:9](=[CH:19][N:20]([CH3:22])[CH3:21])[C:10]([O:12][CH2:13][CH3:14])=[O:11])=[O:15]. The yield is 0.340. (2) The reactants are [CH3:1][C@H:2]1[C:13](=[O:14])[O:12][CH2:11][C@@H:10]2[CH2:15][CH2:16][CH2:17][N:9]2[C:8](=[O:18])[C@H:7]([CH2:19][C:20]([O:22]C(C)(C)C)=O)[CH2:6][CH:5]=[CH:4][CH2:3]1.FC(F)(F)C(O)=O.C[C@H]1C(=O)OC[C@@H]2CCCN2C(=O)[C@H](CC(O)=O)CC=CC1.[Cl:56][C:57]1[CH:62]=[CH:61][C:60]([CH2:63][NH2:64])=[CH:59][CH:58]=1. The catalyst is C(Cl)Cl.CO.C(Cl)Cl. The product is [Cl:56][C:57]1[CH:62]=[CH:61][C:60]([CH2:63][NH:64][C:20](=[O:22])[CH2:19][C@@H:7]2[CH2:6][CH:5]=[CH:4][CH2:3][C@@H:2]([CH3:1])[C:13](=[O:14])[O:12][CH2:11][C@@H:10]3[CH2:15][CH2:16][CH2:17][N:9]3[C:8]2=[O:18])=[CH:59][CH:58]=1. The yield is 0.150.